This data is from Reaction yield outcomes from USPTO patents with 853,638 reactions. The task is: Predict the reaction yield, written as a fraction of the theoretical maximum amount of product (1.0 means a 100% yield; for example, 0.34 means a 34% yield). (1) The reactants are [CH3:1]I.[NH:3]1[CH2:8][CH2:7][CH:6]([C:9]2[CH:17]=[CH:16][CH:15]=[C:14]3[C:10]=2[CH2:11][C:12](=[O:18])[NH:13]3)[CH2:5][CH2:4]1. The catalyst is C(#N)C.CO. The product is [CH3:1][N:3]1[CH2:4][CH2:5][CH:6]([C:9]2[CH:17]=[CH:16][CH:15]=[C:14]3[C:10]=2[CH2:11][C:12](=[O:18])[NH:13]3)[CH2:7][CH2:8]1. The yield is 0.700. (2) The catalyst is O1CCOCC1. The reactants are [CH3:1][C:2]([C@H:4]1[C@@H:8]2[C@@H:9]3[C@@:22]([CH3:25])([CH2:23][CH2:24][C@@:7]2(C(O)=O)[CH2:6][CH2:5]1)[C@@:21]1([CH3:26])[C@@H:12]([C@:13]2([CH3:30])[C@@H:18]([CH2:19][CH2:20]1)[C:17]([CH3:28])([CH3:27])[C@@H:16]([OH:29])[CH2:15][CH2:14]2)[CH2:11][CH2:10]3)=[CH2:3].C([N:36]([CH2:39]C)CC)C.P(N=[N+]=[N-])(=O)(OC1C=CC=CC=1)[O:42]C1C=CC=CC=1. The product is [N:36]([C@:7]12[CH2:6][CH2:5][C@@H:4]([C:2]([CH3:1])=[CH2:3])[C@@H:8]1[C@@H:9]1[C@@:22]([CH3:25])([CH2:23][CH2:24]2)[C@@:21]2([CH3:26])[C@@H:12]([C@:13]3([CH3:30])[C@@H:18]([CH2:19][CH2:20]2)[C:17]([CH3:28])([CH3:27])[C@@H:16]([OH:29])[CH2:15][CH2:14]3)[CH2:11][CH2:10]1)=[C:39]=[O:42]. The yield is 0.780.